This data is from Full USPTO retrosynthesis dataset with 1.9M reactions from patents (1976-2016). The task is: Predict the reactants needed to synthesize the given product. (1) Given the product [N:40]([C@H:43]([C@H:51]1[O:52][C:53](=[O:59])[C@H:54]([CH:56]([CH3:58])[CH3:57])[CH2:55]1)[CH2:44][C@H:45]([CH:46]([OH:47])[C:2]1[CH:7]=[CH:6][C:5]([CH3:8])=[C:4]([O:9][CH2:10][CH2:11][CH2:12][O:13][CH3:14])[CH:3]=1)[CH:48]([CH3:50])[CH3:49])=[N+:41]=[N-:42], predict the reactants needed to synthesize it. The reactants are: Br[C:2]1[CH:7]=[CH:6][C:5]([CH3:8])=[C:4]([O:9][CH2:10][CH2:11][CH2:12][O:13][CH3:14])[CH:3]=1.CN1CCOCC1.C([Li])CCC.CCCCCC.[Mg+2].[Br-].[Br-].BrCCBr.[N:40]([C@H:43]([C@@H:51]1[CH2:55][C@@H:54]([CH:56]([CH3:58])[CH3:57])[C:53](=[O:59])[O:52]1)[CH2:44][C@@H:45]([CH:48]([CH3:50])[CH3:49])[CH:46]=[O:47])=[N+:41]=[N-:42]. (2) Given the product [C:10]([N:7]1[CH2:8][CH2:9][C:4]2[C:3]([C:18]3[S:19][C:20]4[CH:26]=[CH:25][CH:24]=[CH:23][C:21]=4[N:22]=3)=[C:2]([NH:1][C:27](=[O:29])[CH3:28])[S:17][C:5]=2[CH2:6]1)(=[O:11])[CH3:34], predict the reactants needed to synthesize it. The reactants are: [NH2:1][C:2]1[S:17][C:5]2[CH2:6][N:7]([C:10](OC(C)(C)C)=[O:11])[CH2:8][CH2:9][C:4]=2[C:3]=1[C:18]1[S:19][C:20]2[CH:26]=[CH:25][CH:24]=[CH:23][C:21]=2[N:22]=1.[C:27](OC(=O)C)(=[O:29])[CH3:28].[C:34](O)(=O)C. (3) Given the product [C:1]([O:5][C:6](=[O:22])[NH:7][C@@H:8]1[C:14](=[O:15])[N:13]([CH2:39][C:40]([F:43])([F:42])[F:41])[C:12]2[CH:16]=[C:17]([F:21])[C:18]([F:20])=[CH:19][C:11]=2[NH:10][CH2:9]1)([CH3:4])([CH3:2])[CH3:3], predict the reactants needed to synthesize it. The reactants are: [C:1]([O:5][C:6](=[O:22])[NH:7][C@@H:8]1[C:14](=[O:15])[NH:13][C:12]2[CH:16]=[C:17]([F:21])[C:18]([F:20])=[CH:19][C:11]=2[NH:10][CH2:9]1)([CH3:4])([CH3:3])[CH3:2].C[Si]([N-][Si](C)(C)C)(C)C.[Li+].FC(F)(F)S(O[CH2:39][C:40]([F:43])([F:42])[F:41])(=O)=O. (4) Given the product [F:1][C:2]1[C:3]([CH:16]2[CH2:17][CH2:18][N:19]([CH:22]3[CH2:25][O:24][CH2:23]3)[CH2:20][CH2:21]2)=[C:4]([NH:8][C:9](=[O:15])[O:10][C:11]([CH3:14])([CH3:13])[CH3:12])[CH:5]=[N:6][CH:7]=1, predict the reactants needed to synthesize it. The reactants are: [F:1][C:2]1[C:3]([C:16]2[CH2:17][CH2:18][N:19]([CH:22]3[CH2:25][O:24][CH2:23]3)[CH2:20][CH:21]=2)=[C:4]([NH:8][C:9](=[O:15])[O:10][C:11]([CH3:14])([CH3:13])[CH3:12])[CH:5]=[N:6][CH:7]=1.CCOC(C)=O. (5) Given the product [C:1]([O:5][C:6]([N:8]1[CH2:13][CH2:12][N:11]([C:14]2[C:19]([CH3:25])=[CH:18][C:17]([C:21]([F:24])([F:23])[F:22])=[CH:16][N:15]=2)[CH2:10][CH2:9]1)=[O:7])([CH3:4])([CH3:3])[CH3:2], predict the reactants needed to synthesize it. The reactants are: [C:1]([O:5][C:6]([N:8]1[CH2:13][CH2:12][N:11]([C:14]2[C:19](Cl)=[CH:18][C:17]([C:21]([F:24])([F:23])[F:22])=[CH:16][N:15]=2)[CH2:10][CH2:9]1)=[O:7])([CH3:4])([CH3:3])[CH3:2].[CH:25]1(P(C2CCCCC2)C2C=CC=CC=2C2C(OC)=CC=CC=2OC)CCCCC1.[F-].[K+].CB(O)O. (6) Given the product [C:1]([O:5][C:6]([N:8]1[CH2:13][CH2:12][CH:11]([N:14]2[CH2:19][CH2:18][N:17]([C:20](=[O:34])[NH:21][C:22]3[CH:27]=[CH:26][C:25]([B:38]4[O:39][C:40]([CH3:42])([CH3:41])[C:36]([CH3:52])([CH3:35])[O:37]4)=[C:24]([O:29][C:30]([F:33])([F:32])[F:31])[CH:23]=3)[CH2:16][CH2:15]2)[CH2:10][CH2:9]1)=[O:7])([CH3:4])([CH3:3])[CH3:2], predict the reactants needed to synthesize it. The reactants are: [C:1]([O:5][C:6]([N:8]1[CH2:13][CH2:12][CH:11]([N:14]2[CH2:19][CH2:18][N:17]([C:20](=[O:34])[NH:21][C:22]3[CH:27]=[CH:26][C:25](Br)=[C:24]([O:29][C:30]([F:33])([F:32])[F:31])[CH:23]=3)[CH2:16][CH2:15]2)[CH2:10][CH2:9]1)=[O:7])([CH3:4])([CH3:3])[CH3:2].[CH3:35][C:36]1([CH3:52])[C:40]([CH3:42])([CH3:41])[O:39][B:38]([B:38]2[O:39][C:40]([CH3:42])([CH3:41])[C:36]([CH3:52])([CH3:35])[O:37]2)[O:37]1.C([O-])(=O)C.[K+].O1CCOCC1.C(Cl)Cl.